Dataset: Full USPTO retrosynthesis dataset with 1.9M reactions from patents (1976-2016). Task: Predict the reactants needed to synthesize the given product. (1) Given the product [Cl:1][C:2]1[CH:11]=[CH:10][C:9]([N:24]2[CH2:25][CH2:26][CH:21]([N:20]([CH3:27])[CH3:19])[CH2:22][CH2:23]2)=[CH:8][C:3]=1[C:4]([O:6][CH3:7])=[O:5], predict the reactants needed to synthesize it. The reactants are: [Cl:1][C:2]1[CH:11]=[CH:10][C:9](I)=[CH:8][C:3]=1[C:4]([O:6][CH3:7])=[O:5].C(=O)([O-])[O-].[Cs+].[Cs+].[CH3:19][N:20]([CH3:27])[CH:21]1[CH2:26][CH2:25][NH:24][CH2:23][CH2:22]1. (2) Given the product [CH3:7][NH2+:8][CH3:9].[C:1]([O-:6])(=[O:5])[CH:2]([CH3:4])[OH:3], predict the reactants needed to synthesize it. The reactants are: [C:1]([OH:6])(=[O:5])[CH:2]([CH3:4])[OH:3].[CH3:7][NH:8][CH3:9]. (3) The reactants are: C[O:2][C:3](=[O:13])[CH:4]=[CH:5][C:6]1[CH:11]=[CH:10][C:9]([NH2:12])=[CH:8][CH:7]=1.[CH:14]1[C:26]2[CH:25]([CH2:27][O:28][C:29]([NH:31][C:32]([CH3:37])([CH3:36])[C:33](O)=[O:34])=[O:30])[C:24]3[C:19](=[CH:20][CH:21]=[CH:22][CH:23]=3)[C:18]=2[CH:17]=[CH:16][CH:15]=1.C1C2C(COC(=O)N[C@H](C(=O)NC3C=CC(C)=CC=3)CCCCNC(OC(C)(C)C)=O)C3C(=CC=CC=3)C=2C=CC=1.[OH-].[Na+]. Given the product [CH:23]1[C:24]2[CH:25]([CH2:27][O:28][C:29]([NH:31][C:32]([CH3:37])([CH3:36])[C:33]([NH:12][C:9]3[CH:10]=[CH:11][C:6]([CH:5]=[CH:4][C:3]([OH:2])=[O:13])=[CH:7][CH:8]=3)=[O:34])=[O:30])[C:26]3[C:18](=[CH:17][CH:16]=[CH:15][CH:14]=3)[C:19]=2[CH:20]=[CH:21][CH:22]=1, predict the reactants needed to synthesize it.